The task is: Regression. Given two drug SMILES strings and cell line genomic features, predict the synergy score measuring deviation from expected non-interaction effect.. This data is from NCI-60 drug combinations with 297,098 pairs across 59 cell lines. (1) Drug 1: CC1=C(C(=O)C2=C(C1=O)N3CC4C(C3(C2COC(=O)N)OC)N4)N. Drug 2: COC1=C2C(=CC3=C1OC=C3)C=CC(=O)O2. Cell line: NCI-H522. Synergy scores: CSS=27.6, Synergy_ZIP=-7.75, Synergy_Bliss=-0.971, Synergy_Loewe=-23.2, Synergy_HSA=-0.129. (2) Drug 1: CC1=C2C(C(=O)C3(C(CC4C(C3C(C(C2(C)C)(CC1OC(=O)C(C(C5=CC=CC=C5)NC(=O)C6=CC=CC=C6)O)O)OC(=O)C7=CC=CC=C7)(CO4)OC(=O)C)O)C)OC(=O)C. Drug 2: CCC1=C2CN3C(=CC4=C(C3=O)COC(=O)C4(CC)O)C2=NC5=C1C=C(C=C5)O. Cell line: SR. Synergy scores: CSS=74.5, Synergy_ZIP=0.723, Synergy_Bliss=0.591, Synergy_Loewe=-1.97, Synergy_HSA=-0.00692. (3) Drug 2: CC1=C(C=C(C=C1)NC(=O)C2=CC=C(C=C2)CN3CCN(CC3)C)NC4=NC=CC(=N4)C5=CN=CC=C5. Synergy scores: CSS=28.7, Synergy_ZIP=3.77, Synergy_Bliss=6.84, Synergy_Loewe=0.231, Synergy_HSA=5.36. Cell line: HCT116. Drug 1: C1=C(C(=O)NC(=O)N1)N(CCCl)CCCl. (4) Drug 1: C1=NC2=C(N=C(N=C2N1C3C(C(C(O3)CO)O)O)F)N. Cell line: LOX IMVI. Drug 2: C1CN(P(=O)(OC1)NCCCl)CCCl. Synergy scores: CSS=-0.158, Synergy_ZIP=-1.58, Synergy_Bliss=-4.51, Synergy_Loewe=-4.73, Synergy_HSA=-4.65. (5) Drug 1: C1=NC2=C(N=C(N=C2N1C3C(C(C(O3)CO)O)O)F)N. Drug 2: COC1=C2C(=CC3=C1OC=C3)C=CC(=O)O2. Cell line: HCT116. Synergy scores: CSS=9.03, Synergy_ZIP=0.389, Synergy_Bliss=-3.89, Synergy_Loewe=-1.39, Synergy_HSA=-4.03.